Dataset: Catalyst prediction with 721,799 reactions and 888 catalyst types from USPTO. Task: Predict which catalyst facilitates the given reaction. (1) Reactant: [CH:1]([N:14]1[CH2:19][CH2:18][N:17]([C:20]2[CH:27]=[CH:26][C:25]([N+:28]([O-])=O)=[CH:24][C:21]=2[C:22]#[N:23])[CH2:16][CH2:15]1)([C:8]1[CH:13]=[CH:12][CH:11]=[CH:10][CH:9]=1)[C:2]1[CH:7]=[CH:6][CH:5]=[CH:4][CH:3]=1.O.[Sn](Cl)(Cl)(Cl)Cl.O.C([O-])(O)=O.[Na+]. Product: [NH2:28][C:25]1[CH:26]=[CH:27][C:20]([N:17]2[CH2:16][CH2:15][N:14]([CH:1]([C:2]3[CH:3]=[CH:4][CH:5]=[CH:6][CH:7]=3)[C:8]3[CH:13]=[CH:12][CH:11]=[CH:10][CH:9]=3)[CH2:19][CH2:18]2)=[C:21]([CH:24]=1)[C:22]#[N:23]. The catalyst class is: 351. (2) Reactant: Br[C:2]1[CH:10]=[C:9]2[C:5]([CH:6]=[N:7][N:8]2[CH2:11][CH3:12])=[C:4]([F:13])[CH:3]=1.CC1(C)COB(B2OCC(C)(C)CO2)OC1.CC([O-])=O.[K+].ClCCl.Cl[C:39]1[N:44]=[C:43]([O:45][CH3:46])[C:42]([C@@:47]2([CH3:54])[CH2:52][CH2:51][CH2:50][NH:49][C:48]2=[O:53])=[CH:41][CH:40]=1.C(=O)([O-])[O-].[Na+].[Na+]. Product: [CH2:11]([N:8]1[C:9]2[C:5](=[C:4]([F:13])[CH:3]=[C:2]([C:39]3[N:44]=[C:43]([O:45][CH3:46])[C:42]([C@@:47]4([CH3:54])[CH2:52][CH2:51][CH2:50][NH:49][C:48]4=[O:53])=[CH:41][CH:40]=3)[CH:10]=2)[CH:6]=[N:7]1)[CH3:12]. The catalyst class is: 12.